Dataset: Reaction yield outcomes from USPTO patents with 853,638 reactions. Task: Predict the reaction yield, written as a fraction of the theoretical maximum amount of product (1.0 means a 100% yield; for example, 0.34 means a 34% yield). (1) The reactants are [N:1]1[CH:6]=[CH:5][CH:4]=[C:3]([C:7]2[S:8][CH:9]=[C:10]([C:12](OCC)=[O:13])[N:11]=2)[CH:2]=1.CC(C[AlH]CC(C)C)C.CO.C(C(C(C([O-])=O)O)O)([O-])=O.[K+].[Na+]. The yield is 0.710. The catalyst is ClCCl. The product is [N:1]1[CH:6]=[CH:5][CH:4]=[C:3]([C:7]2[S:8][CH:9]=[C:10]([CH:12]=[O:13])[N:11]=2)[CH:2]=1. (2) The reactants are Cl.[NH:2]1[CH2:7][CH2:6][CH2:5][C@H:4]([C:8]#[N:9])[CH2:3]1.C(N(CC)CC)C.[F:17][C:18]1[CH:26]=[CH:25][C:21]([C:22](Cl)=[O:23])=[CH:20][CH:19]=1.C([O-])(O)=O.[Na+]. The catalyst is ClCCl. The product is [F:17][C:18]1[CH:26]=[CH:25][C:21]([C:22]([N:2]2[CH2:7][CH2:6][CH2:5][C@H:4]([C:8]#[N:9])[CH2:3]2)=[O:23])=[CH:20][CH:19]=1. The yield is 0.610.